Dataset: Full USPTO retrosynthesis dataset with 1.9M reactions from patents (1976-2016). Task: Predict the reactants needed to synthesize the given product. (1) Given the product [I-:27].[CH3:1][O:2][C:3]1[C:16]2[C:17]3[CH:18]=[CH:19][CH:20]=[CH:21][C:22]=3[S:23][C:14]3[C:15]=2[C:6]([N+:7]([CH3:26])=[C:8]2[C:13]=3[CH:12]=[CH:11][C:10]([O:24][CH3:25])=[CH:9]2)=[CH:5][CH:4]=1, predict the reactants needed to synthesize it. The reactants are: [CH3:1][O:2][C:3]1[C:16]2[C:17]3[CH:18]=[CH:19][CH:20]=[CH:21][C:22]=3[S:23][C:14]3[C:15]=2[C:6]([N:7]=[C:8]2[C:13]=3[CH:12]=[CH:11][C:10]([O:24][CH3:25])=[CH:9]2)=[CH:5][CH:4]=1.[CH3:26][I:27]. (2) Given the product [CH3:1][O:2][C:3]1[CH:8]=[CH:7][CH:6]=[CH:5][C:4]=1[N:9]1[CH2:15][CH2:14][CH2:13][CH2:12][C@H:11]([N:16]([CH3:28])[C:17](=[O:23])[O:18][C:19]([CH3:21])([CH3:20])[CH3:22])[C:10]1=[O:24], predict the reactants needed to synthesize it. The reactants are: [CH3:1][O:2][C:3]1[CH:8]=[CH:7][CH:6]=[CH:5][C:4]=1[N:9]1[CH2:15][CH2:14][CH2:13][CH2:12][C@H:11]([NH:16][C:17](=[O:23])[O:18][C:19]([CH3:22])([CH3:21])[CH3:20])[C:10]1=[O:24].[H-].[Na+].I[CH3:28]. (3) Given the product [Cl:27][C:22]1[CH:21]=[C:20]([CH:25]=[CH:24][C:23]=1[F:26])[CH2:19][N:11]1[CH2:10][CH2:9][C:8]2[C:13](=[C:14]([OH:17])[C:15](=[O:16])[N:6]([CH2:5][CH2:4][CH2:3][CH2:2][NH:33][CH3:32])[C:7]=2[C:28]([O:30][CH3:31])=[O:29])[C:12]1=[O:18], predict the reactants needed to synthesize it. The reactants are: Cl[CH2:2][CH2:3][CH2:4][CH2:5][N:6]1[C:15](=[O:16])[C:14]([OH:17])=[C:13]2[C:8]([CH2:9][CH2:10][N:11]([CH2:19][C:20]3[CH:25]=[CH:24][C:23]([F:26])=[C:22]([Cl:27])[CH:21]=3)[C:12]2=[O:18])=[C:7]1[C:28]([O:30][CH3:31])=[O:29].[CH3:32][NH2:33]. (4) Given the product [Cl:1][C:2]1[C:3]([N:13]2[CH2:18][CH2:17][N:16]([C:20]([NH:19][C:22]3[C:31]4[C:26](=[CH:27][CH:28]=[CH:29][CH:30]=4)[CH:25]=[CH:24][CH:23]=3)=[O:21])[CH2:15][CH2:14]2)=[N:4][CH:5]=[C:6]([CH:12]=1)[C:7]([O:9][CH2:10][CH3:11])=[O:8], predict the reactants needed to synthesize it. The reactants are: [Cl:1][C:2]1[C:3]([N:13]2[CH2:18][CH2:17][NH:16][CH2:15][CH2:14]2)=[N:4][CH:5]=[C:6]([CH:12]=1)[C:7]([O:9][CH2:10][CH3:11])=[O:8].[N:19]([C:22]1[C:31]2[C:26](=[CH:27][CH:28]=[CH:29][CH:30]=2)[CH:25]=[CH:24][CH:23]=1)=[C:20]=[O:21]. (5) Given the product [N+:1]([C:4]1[CH:5]=[C:6]([NH:7][CH2:20][C:19]2[CH:22]=[CH:23][CH:24]=[C:17]([O:16][C:12]([F:11])([F:25])[CH:13]([F:14])[F:15])[CH:18]=2)[CH:8]=[CH:9][CH:10]=1)([O-:3])=[O:2], predict the reactants needed to synthesize it. The reactants are: [N+:1]([C:4]1[CH:5]=[C:6]([CH:8]=[CH:9][CH:10]=1)[NH2:7])([O-:3])=[O:2].[F:11][C:12]([F:25])([O:16][C:17]1[CH:18]=[C:19]([CH:22]=[CH:23][CH:24]=1)[CH:20]=O)[CH:13]([F:15])[F:14].C(O)(=O)C.[BH-](OC(C)=O)(OC(C)=O)OC(C)=O.[Na+]. (6) Given the product [CH:27]1[C:28]2[C:33](=[CH:32][CH:31]=[CH:30][CH:29]=2)[CH:34]=[CH:35][C:26]=1[CH2:25][O:24][CH:12]1[CH:11]([C:8]2[CH:7]=[CH:6][C:5]([CH2:4][CH2:3][CH2:2][O:1][CH2:37][C:38]3[CH:43]=[CH:42][CH:41]=[CH:40][N:39]=3)=[CH:10][CH:9]=2)[CH2:16][CH2:15][N:14]([C:17]([O:19][C:20]([CH3:21])([CH3:22])[CH3:23])=[O:18])[CH2:13]1, predict the reactants needed to synthesize it. The reactants are: [OH:1][CH2:2][CH2:3][CH2:4][C:5]1[CH:10]=[CH:9][C:8]([CH:11]2[CH2:16][CH2:15][N:14]([C:17]([O:19][C:20]([CH3:23])([CH3:22])[CH3:21])=[O:18])[CH2:13][CH:12]2[O:24][CH2:25][C:26]2[CH:35]=[CH:34][C:33]3[C:28](=[CH:29][CH:30]=[CH:31][CH:32]=3)[CH:27]=2)=[CH:7][CH:6]=1.Cl[CH2:37][C:38]1[CH:43]=[CH:42][CH:41]=[CH:40][N:39]=1. (7) Given the product [CH3:13][C:3]1[C:2]([CH2:16][CH:15]=[CH2:14])=[CH:11][CH:10]=[C:9]2[C:4]=1[CH2:5][CH2:6][O:7][C:8]2=[O:12], predict the reactants needed to synthesize it. The reactants are: Br[C:2]1[C:3]([CH3:13])=[C:4]2[C:9](=[CH:10][CH:11]=1)[C:8](=[O:12])[O:7][CH2:6][CH2:5]2.[CH2:14]([Sn](CCCC)(CCCC)CCCC)[CH:15]=[CH2:16].[Cl-].[Li+].C1(C)C=CC=CC=1.